Regression. Given two drug SMILES strings and cell line genomic features, predict the synergy score measuring deviation from expected non-interaction effect. From a dataset of NCI-60 drug combinations with 297,098 pairs across 59 cell lines. (1) Drug 1: CCC1=CC2CC(C3=C(CN(C2)C1)C4=CC=CC=C4N3)(C5=C(C=C6C(=C5)C78CCN9C7C(C=CC9)(C(C(C8N6C)(C(=O)OC)O)OC(=O)C)CC)OC)C(=O)OC.C(C(C(=O)O)O)(C(=O)O)O. Drug 2: C(CC(=O)O)C(=O)CN.Cl. Cell line: MALME-3M. Synergy scores: CSS=42.2, Synergy_ZIP=-5.52, Synergy_Bliss=-1.50, Synergy_Loewe=-4.25, Synergy_HSA=1.91. (2) Drug 1: CCC(=C(C1=CC=CC=C1)C2=CC=C(C=C2)OCCN(C)C)C3=CC=CC=C3.C(C(=O)O)C(CC(=O)O)(C(=O)O)O. Drug 2: C(=O)(N)NO. Cell line: HOP-62. Synergy scores: CSS=-11.6, Synergy_ZIP=13.9, Synergy_Bliss=-0.464, Synergy_Loewe=-6.18, Synergy_HSA=-12.7. (3) Drug 1: CCC1(CC2CC(C3=C(CCN(C2)C1)C4=CC=CC=C4N3)(C5=C(C=C6C(=C5)C78CCN9C7C(C=CC9)(C(C(C8N6C)(C(=O)OC)O)OC(=O)C)CC)OC)C(=O)OC)O.OS(=O)(=O)O. Drug 2: CCCCC(=O)OCC(=O)C1(CC(C2=C(C1)C(=C3C(=C2O)C(=O)C4=C(C3=O)C=CC=C4OC)O)OC5CC(C(C(O5)C)O)NC(=O)C(F)(F)F)O. Cell line: DU-145. Synergy scores: CSS=61.6, Synergy_ZIP=-0.713, Synergy_Bliss=-4.08, Synergy_Loewe=-2.73, Synergy_HSA=-3.29.